From a dataset of Full USPTO retrosynthesis dataset with 1.9M reactions from patents (1976-2016). Predict the reactants needed to synthesize the given product. (1) Given the product [CH3:17][O:16][C:13]1[CH:12]=[CH:11][C:10]([CH2:9][N:6]2[C:7](=[O:8])[C:2]([N:34]3[CH2:39][CH2:38][O:37][CH2:36][CH2:35]3)=[C:3]3[C:20](=[O:21])[N:19]([CH2:22][CH2:23][C:24]4[CH:33]=[CH:32][C:31]5[C:26](=[CH:27][CH:28]=[CH:29][CH:30]=5)[N:25]=4)[CH2:18][C:4]3=[CH:5]2)=[CH:15][CH:14]=1, predict the reactants needed to synthesize it. The reactants are: Cl[C:2]1[C:7](=[O:8])[N:6]([CH2:9][C:10]2[CH:15]=[CH:14][C:13]([O:16][CH3:17])=[CH:12][CH:11]=2)[CH:5]=[C:4]2[CH2:18][N:19]([CH2:22][CH2:23][C:24]3[CH:33]=[CH:32][C:31]4[C:26](=[CH:27][CH:28]=[CH:29][CH:30]=4)[N:25]=3)[C:20](=[O:21])[C:3]=12.[NH:34]1[CH2:39][CH2:38][O:37][CH2:36][CH2:35]1.CC1(C)C2C(=C(P(C3C=CC=CC=3)C3C=CC=CC=3)C=CC=2)OC2C(P(C3C=CC=CC=3)C3C=CC=CC=3)=CC=CC1=2.C([O-])([O-])=O.[Cs+].[Cs+]. (2) Given the product [C:1]1([C:7]2[CH:21]=[C:10]3[C:11]4[CH:17]([CH2:18][CH2:19][NH:20][C:29](=[O:31])[CH3:30])[CH2:16][CH2:15][C:12]=4[CH:13]=[CH:14][N:9]3[N:8]=2)[CH:2]=[CH:3][CH:4]=[CH:5][CH:6]=1, predict the reactants needed to synthesize it. The reactants are: [C:1]1([C:7]2[CH:21]=[C:10]3[C:11]4[CH:17]([CH2:18][CH2:19][NH2:20])[CH2:16][CH2:15][C:12]=4[CH:13]=[CH:14][N:9]3[N:8]=2)[CH:6]=[CH:5][CH:4]=[CH:3][CH:2]=1.C(N(CC)CC)C.[C:29](OC(=O)C)(=[O:31])[CH3:30].C(=O)([O-])O.[Na+].